Dataset: Peptide-MHC class I binding affinity with 185,985 pairs from IEDB/IMGT. Task: Regression. Given a peptide amino acid sequence and an MHC pseudo amino acid sequence, predict their binding affinity value. This is MHC class I binding data. (1) The binding affinity (normalized) is 0.0847. The peptide sequence is VTDTALAYF. The MHC is HLA-B27:03 with pseudo-sequence HLA-B27:03. (2) The peptide sequence is GMFGGCFAA. The MHC is HLA-A11:01 with pseudo-sequence HLA-A11:01. The binding affinity (normalized) is 0.0847. (3) The peptide sequence is LTSSFNNGSLF. The MHC is Mamu-A01 with pseudo-sequence Mamu-A01. The binding affinity (normalized) is 0.607. (4) The peptide sequence is PVIVADDLT. The MHC is H-2-Dd with pseudo-sequence H-2-Dd. The binding affinity (normalized) is 0.